Task: Predict the reaction yield, written as a fraction of the theoretical maximum amount of product (1.0 means a 100% yield; for example, 0.34 means a 34% yield).. Dataset: Reaction yield outcomes from USPTO patents with 853,638 reactions (1) The reactants are [NH2:1][C:2]1[CH:3]=[C:4]([C:8]2[N:9]=[C:10]([NH:24][CH2:25][C:26]3[CH:31]=[CH:30][CH:29]=[CH:28][N:27]=3)[C:11]3[C:16]([CH:17]=2)=[CH:15][CH:14]=[CH:13][C:12]=3[C:18]2[CH:23]=[CH:22][CH:21]=[CH:20][CH:19]=2)[CH:5]=[CH:6][CH:7]=1.N1C=CC=CC=1.[N:38]1([C:44](Cl)=[O:45])[CH2:43][CH2:42][O:41][CH2:40][CH2:39]1. The catalyst is C(Cl)Cl.O. The product is [C:18]1([C:12]2[CH:13]=[CH:14][CH:15]=[C:16]3[C:11]=2[C:10]([NH:24][CH2:25][C:26]2[CH:31]=[CH:30][CH:29]=[CH:28][N:27]=2)=[N:9][C:8]([C:4]2[CH:3]=[C:2]([NH:1][C:44]([N:38]4[CH2:43][CH2:42][O:41][CH2:40][CH2:39]4)=[O:45])[CH:7]=[CH:6][CH:5]=2)=[CH:17]3)[CH:23]=[CH:22][CH:21]=[CH:20][CH:19]=1. The yield is 0.600. (2) The reactants are [NH2:1][C:2]1[C:3]([C:9]#[C:10][C:11]2[CH:12]=[C:13]([OH:17])[CH:14]=[CH:15][CH:16]=2)=[N:4][C:5](Br)=[CH:6][N:7]=1.[CH:18]([N:21]1[CH:26]=[C:25](B2OC(C)(C)C(C)(C)O2)[CH:24]=[CH:23][C:22]1=[O:36])([CH3:20])[CH3:19].[O-]P([O-])([O-])=O.[K+].[K+].[K+].O. The catalyst is CC#N.CCOC(C)=O.Cl.CC(C)([P](C(C)(C)C)([Pd][P](C(C)(C)C)(C(C)(C)C)C(C)(C)C)C(C)(C)C)C. The product is [NH2:1][C:2]1[N:7]=[CH:6][C:5]([C:25]2[CH:24]=[CH:23][C:22](=[O:36])[N:21]([CH:18]([CH3:20])[CH3:19])[CH:26]=2)=[N:4][C:3]=1[C:9]#[C:10][C:11]1[CH:16]=[CH:15][CH:14]=[C:13]([OH:17])[CH:12]=1. The yield is 0.210. (3) The reactants are [Cl:1][C:2]1[CH:3]=[C:4]([C:8]#[C:9][C:10]2([OH:16])[CH2:15][CH2:14][NH:13][CH2:12][CH2:11]2)[CH:5]=[CH:6][CH:7]=1.Cl.[CH2:18]([N:20]1[CH2:25][CH2:24][CH2:23][C:22](=O)[CH2:21]1)[CH3:19].[Na].C(O[BH-](OC(=O)C)OC(=O)C)(=O)C.Cl. The catalyst is ClCCCl.C(Cl)Cl.C(O)(=O)C. The product is [Cl:1][C:2]1[CH:3]=[C:4]([C:8]#[C:9][C:10]2([OH:16])[CH2:15][CH2:14][N:13]([CH:22]3[CH2:23][CH2:24][CH2:25][N:20]([CH2:18][CH3:19])[CH2:21]3)[CH2:12][CH2:11]2)[CH:5]=[CH:6][CH:7]=1. The yield is 0.880. (4) The reactants are [F:1][C:2]([F:12])([F:11])[O:3][C:4]1[CH:9]=[CH:8][CH:7]=[CH:6][C:5]=1[OH:10].C(N(CC)C(C)C)(C)C.[CH3:22][O:23][CH2:24]Cl. The catalyst is ClCCl.CC(OC)(C)C. The product is [CH3:22][O:23][CH2:24][O:10][C:5]1[CH:6]=[CH:7][CH:8]=[CH:9][C:4]=1[O:3][C:2]([F:11])([F:12])[F:1]. The yield is 0.930. (5) The reactants are C([O:8][C:9]1[CH:18]=[C:17]2[C:12]([C:13]([O:19][C:20]3[CH:25]=[CH:24][C:23]([NH:26][C:27](=[O:39])[C:28]([NH:30][CH2:31][CH2:32][C:33]4[CH:38]=[CH:37][CH:36]=[CH:35][CH:34]=4)=[O:29])=[CH:22][C:21]=3[F:40])=[CH:14][CH:15]=[N:16]2)=[CH:11][C:10]=1[O:41][CH3:42])C1C=CC=CC=1. The catalyst is CO.CN(C=O)C.ClCCl.C(OCC)(=O)C.C(O)(=O)C.[OH-].[Pd+2].[OH-]. The product is [F:40][C:21]1[CH:22]=[C:23]([NH:26][C:27](=[O:39])[C:28]([NH:30][CH2:31][CH2:32][C:33]2[CH:34]=[CH:35][CH:36]=[CH:37][CH:38]=2)=[O:29])[CH:24]=[CH:25][C:20]=1[O:19][C:13]1[C:12]2[C:17](=[CH:18][C:9]([OH:8])=[C:10]([O:41][CH3:42])[CH:11]=2)[N:16]=[CH:15][CH:14]=1. The yield is 0.950. (6) The reactants are [O:1]=[C:2]1[C:7]2[NH:8][C:9]3[CH:10]=[CH:11][CH:12]=[CH:13][C:14]=3[C:6]=2[N:5]=[C:4]([S:15][CH2:16][C:17]([OH:19])=O)[N:3]1[C:20]1[CH:25]=[CH:24][CH:23]=[CH:22][CH:21]=1.[CH:26]1([NH2:31])[CH2:30][CH2:29][CH2:28][CH2:27]1.C(N(CC)CC)C.CN(C(ON1N=NC2C=CC=NC1=2)=[N+](C)C)C.F[P-](F)(F)(F)(F)F. No catalyst specified. The product is [CH:26]1([NH:31][C:17](=[O:19])[CH2:16][S:15][C:4]2[N:3]([C:20]3[CH:21]=[CH:22][CH:23]=[CH:24][CH:25]=3)[C:2](=[O:1])[C:7]3[NH:8][C:9]4[CH:10]=[CH:11][CH:12]=[CH:13][C:14]=4[C:6]=3[N:5]=2)[CH2:30][CH2:29][CH2:28][CH2:27]1. The yield is 0.760.